This data is from Forward reaction prediction with 1.9M reactions from USPTO patents (1976-2016). The task is: Predict the product of the given reaction. (1) The product is: [CH3:1][O:2][C:3](=[O:17])[C:4]1[CH:5]=[CH:6][C:7]([CH:10]2[CH2:11][NH:12][C:13](=[O:16])[NH:14][CH2:15]2)=[CH:8][CH:9]=1. Given the reactants [CH3:1][O:2][C:3](=[O:17])[C:4]1[CH:9]=[CH:8][C:7]([C:10]2[CH:11]=[N:12][C:13](=[O:16])[NH:14][CH:15]=2)=[CH:6][CH:5]=1, predict the reaction product. (2) The product is: [NH2:15][CH:12]([C:6]1[N:5]([C:23]2[CH:28]=[CH:27][CH:26]=[CH:25][C:24]=2[CH3:29])[C:4](=[O:30])[C:3]2[C:8](=[CH:9][CH:10]=[CH:11][C:2]=2[CH3:1])[N:7]=1)[CH2:13][CH3:14]. Given the reactants [CH3:1][C:2]1[CH:11]=[CH:10][CH:9]=[C:8]2[C:3]=1[C:4](=[O:30])[N:5]([C:23]1[CH:28]=[CH:27][CH:26]=[CH:25][C:24]=1[CH3:29])[C:6]([CH:12]([NH:15]C(=O)OC(C)(C)C)[CH2:13][CH3:14])=[N:7]2.Cl, predict the reaction product. (3) Given the reactants [Cl:1][C:2]1[CH:7]=[CH:6][C:5]([C:8](=O)[CH2:9][C:10]2[CH:15]=[CH:14][N:13]=[C:12]([Cl:16])[N:11]=2)=[CH:4][C:3]=1[O:18][CH3:19].[CH2:20]([NH:22][C:23]([NH2:25])=[S:24])[CH3:21], predict the reaction product. The product is: [Cl:1][C:2]1[CH:7]=[CH:6][C:5]([C:8]2[N:25]=[C:23]([NH:22][CH2:20][CH3:21])[S:24][C:9]=2[C:10]2[CH:15]=[CH:14][N:13]=[C:12]([Cl:16])[N:11]=2)=[CH:4][C:3]=1[O:18][CH3:19]. (4) Given the reactants [O:1]1[CH2:6][CH2:5][CH2:4][CH2:3][CH:2]1[N:7]1[CH:11]=[C:10]([C:12]2[CH:13]=[C:14]3[C:18](=[CH:19][CH:20]=2)[NH:17][CH:16]=[CH:15]3)[CH:9]=[N:8]1.[H-].[Na+].CC1C=CC(S(O[CH2:34][CH:35]2[CH2:39][C:38]([CH3:41])([CH3:40])[N:37]([CH2:42][C:43]3[CH:48]=[CH:47][CH:46]=[CH:45][CH:44]=3)[CH2:36]2)(=O)=O)=CC=1.C(OCC)(=O)C, predict the reaction product. The product is: [CH2:42]([N:37]1[C:38]([CH3:41])([CH3:40])[CH2:39][CH:35]([CH2:34][N:17]2[C:18]3[C:14](=[CH:13][C:12]([C:10]4[CH:9]=[N:8][N:7]([CH:2]5[CH2:3][CH2:4][CH2:5][CH2:6][O:1]5)[CH:11]=4)=[CH:20][CH:19]=3)[CH:15]=[CH:16]2)[CH2:36]1)[C:43]1[CH:48]=[CH:47][CH:46]=[CH:45][CH:44]=1. (5) Given the reactants [OH:1][C:2]1[CH:7]=[CH:6][C:5]([C:8]2[CH:13]=[CH:12][C:11]([C:14]#[N:15])=[CH:10][CH:9]=2)=[CH:4][CH:3]=1.[I-:16].[Na+].[OH-].[Na+].Cl[O-].[Na+].P([O-])(O)(O)=O.[Na+], predict the reaction product. The product is: [OH:1][C:2]1[CH:3]=[CH:4][C:5]([C:8]2[CH:13]=[CH:12][C:11]([C:14]#[N:15])=[CH:10][CH:9]=2)=[CH:6][C:7]=1[I:16]. (6) The product is: [CH:3]12[O:22][CH:4]1[CH2:5][CH2:6][N:1]([C:7]([O:9][CH2:10][C:11]1[CH:12]=[CH:13][CH:14]=[CH:15][CH:16]=1)=[O:8])[CH2:2]2. Given the reactants [N:1]1([C:7]([O:9][CH2:10][C:11]2[CH:16]=[CH:15][CH:14]=[CH:13][CH:12]=2)=[O:8])[CH2:6][CH2:5][CH:4]=[CH:3][CH2:2]1.ClC1C=C(C=CC=1)C(OO)=[O:22], predict the reaction product. (7) Given the reactants [CH2:1]([C:3]1[NH:4][CH:5]=[CH:6][CH:7]=1)[CH3:2].[CH3:8][C:9]1[CH:14]=[CH:13][C:12]([S:15](Cl)(=[O:17])=[O:16])=[CH:11][CH:10]=1.[H-].[Na+], predict the reaction product. The product is: [CH2:1]([C:3]1[N:4]([S:15]([C:12]2[CH:13]=[CH:14][C:9]([CH3:8])=[CH:10][CH:11]=2)(=[O:17])=[O:16])[CH:5]=[CH:6][CH:7]=1)[CH3:2].